Dataset: Full USPTO retrosynthesis dataset with 1.9M reactions from patents (1976-2016). Task: Predict the reactants needed to synthesize the given product. (1) Given the product [CH2:1]([O:3][C:4](=[O:25])[C:5]([O:22][CH2:23][CH3:24])([CH3:21])[CH2:6][C:7]1[CH:8]=[CH:9][C:10]([OH:13])=[CH:11][CH:12]=1)[CH3:2], predict the reactants needed to synthesize it. The reactants are: [CH2:1]([O:3][C:4](=[O:25])[C:5]([O:22][CH2:23][CH3:24])([CH3:21])[CH2:6][C:7]1[CH:12]=[CH:11][C:10]([O:13]CC2C=CC=CC=2)=[CH:9][CH:8]=1)[CH3:2]. (2) Given the product [Cl:1][C:2]1[CH:3]=[C:4]([C@H:9]2[O:10][CH2:11][CH2:12][NH:13][CH2:14]2)[CH:5]=[CH:6][C:7]=1[Cl:8], predict the reactants needed to synthesize it. The reactants are: [Cl:1][C:2]1[CH:3]=[C:4]([C@@H:9]2[CH2:14][N:13](C(=O)[C@H](OC)C3C=CC=CC=3)[CH2:12][CH2:11][O:10]2)[CH:5]=[CH:6][C:7]=1[Cl:8].[Li+].[B-](CC)(CC)CC.Cl.[NH4+].[OH-]. (3) Given the product [CH2:1]([O:3][P:4]([CH2:9][O:10][CH2:15][C:14]#[C:13][CH2:12][Cl:11])(=[O:8])[O:5][CH2:6][CH3:7])[CH3:2], predict the reactants needed to synthesize it. The reactants are: [CH2:1]([O:3][P:4]([CH2:9][OH:10])(=[O:8])[O:5][CH2:6][CH3:7])[CH3:2].[Cl:11][CH2:12][C:13]#[C:14][CH2:15]Cl.[H-].[Na+].[Cl-].[NH4+]. (4) Given the product [Cl:2][C:3]1[CH:4]=[C:5]([NH:10][NH:11][CH:13]([CH3:15])[C:12]([O:17][CH2:18][CH3:19])=[O:16])[CH:6]=[C:7]([Cl:9])[CH:8]=1, predict the reactants needed to synthesize it. The reactants are: Cl.[Cl:2][C:3]1[CH:4]=[C:5]([NH:10][NH2:11])[CH:6]=[C:7]([Cl:9])[CH:8]=1.[C:12]([O:17][CH2:18][CH3:19])(=[O:16])[C:13]([CH3:15])=O. (5) The reactants are: [Cl:1][C:2]1[C:3]([CH3:26])=[C:4]([S:8]([N:11]2[CH2:16][CH2:15][CH2:14][C@H:13]([C:17](=S)[NH:18][CH:19]3[CH2:24][CH2:23][CH2:22][CH2:21][CH2:20]3)[CH2:12]2)(=[O:10])=[O:9])[CH:5]=[CH:6][CH:7]=1.F[B-](F)(F)F.C([O+](CC)CC)C.[N:39]#[C:40][NH2:41].C(N(CC)CC)C. Given the product [Cl:1][C:2]1[C:3]([CH3:26])=[C:4]([S:8]([N:11]2[CH2:16][CH2:15][CH2:14][C@H:13]([C:17](=[N:41][C:40]#[N:39])[NH:18][CH:19]3[CH2:24][CH2:23][CH2:22][CH2:21][CH2:20]3)[CH2:12]2)(=[O:10])=[O:9])[CH:5]=[CH:6][CH:7]=1, predict the reactants needed to synthesize it. (6) Given the product [CH3:19][C:6]1[N:5]=[C:4]2[N:3]([C:20]3[C:21]([CH3:28])=[CH:22][C:23]([CH3:27])=[CH:24][C:25]=3[CH3:26])[CH:2]=[N:10][C:9]2=[C:8]([NH2:11])[CH:7]=1, predict the reactants needed to synthesize it. The reactants are: C[C:2]1[N:3]([C:20]2[C:25]([CH3:26])=[CH:24][C:23]([CH3:27])=[CH:22][C:21]=2[CH3:28])[C:4]2[C:9]([N:10]=1)=[C:8]([NH:11]CC1C=CC=CC=1)[CH:7]=[C:6]([CH3:19])[N:5]=2. (7) Given the product [Br:1][C:2]1[CH:22]=[CH:21][C:20]([F:23])=[CH:19][C:3]=1[O:4][CH:5]1[CH2:10][CH2:9][N:8]([C:11]2[CH:16]=[N:15][C:14]([C:17]3[N:24]=[N:25][NH:26][N:18]=3)=[CH:13][N:12]=2)[CH2:7][CH2:6]1, predict the reactants needed to synthesize it. The reactants are: [Br:1][C:2]1[CH:22]=[CH:21][C:20]([F:23])=[CH:19][C:3]=1[O:4][CH:5]1[CH2:10][CH2:9][N:8]([C:11]2[N:12]=[CH:13][C:14]([C:17]#[N:18])=[N:15][CH:16]=2)[CH2:7][CH2:6]1.[N-:24]=[N+:25]=[N-:26].[Na+].[Cl-].[NH4+]. (8) Given the product [O:29]=[C:30]([N:44]1[CH2:49][CH2:48][N:47]2[C:50]([C:53]([F:56])([F:55])[F:54])=[N:51][N:52]=[C:46]2[CH2:45]1)[CH2:31][C@@H:32]([NH2:43])[CH2:33][C:34]1[CH:39]=[C:38]([F:40])[C:37]([F:41])=[CH:36][C:35]=1[F:42], predict the reactants needed to synthesize it. The reactants are: O.O.C([C@@](C(O)=O)(O)[C@@](C(=O)C1C=CC=CC=1)(O)C(O)=O)(=O)C1C=CC=CC=1.[O:29]=[C:30]([N:44]1[CH2:49][CH2:48][N:47]2[C:50]([C:53]([F:56])([F:55])[F:54])=[N:51][N:52]=[C:46]2[CH2:45]1)[CH2:31][CH:32]([NH2:43])[CH2:33][C:34]1[CH:39]=[C:38]([F:40])[C:37]([F:41])=[CH:36][C:35]=1[F:42]. (9) Given the product [Cl:1][C:2]1[C:7]([I:15])=[C:6]([CH3:9])[CH:5]=[CH:4][N:3]=1, predict the reactants needed to synthesize it. The reactants are: [Cl:1][C:2]1[C:7](N)=[C:6]([CH3:9])[CH:5]=[CH:4][N:3]=1.Cl.N([O-])=O.[Na+].[I-:15].[K+].